Dataset: NCI-60 drug combinations with 297,098 pairs across 59 cell lines. Task: Regression. Given two drug SMILES strings and cell line genomic features, predict the synergy score measuring deviation from expected non-interaction effect. (1) Drug 1: CCCCC(=O)OCC(=O)C1(CC(C2=C(C1)C(=C3C(=C2O)C(=O)C4=C(C3=O)C=CC=C4OC)O)OC5CC(C(C(O5)C)O)NC(=O)C(F)(F)F)O. Drug 2: C1CNP(=O)(OC1)N(CCCl)CCCl. Cell line: NCI-H322M. Synergy scores: CSS=18.7, Synergy_ZIP=2.05, Synergy_Bliss=3.42, Synergy_Loewe=-29.4, Synergy_HSA=2.77. (2) Drug 1: CC(C1=C(C=CC(=C1Cl)F)Cl)OC2=C(N=CC(=C2)C3=CN(N=C3)C4CCNCC4)N. Drug 2: CN1C(=O)N2C=NC(=C2N=N1)C(=O)N. Cell line: HT29. Synergy scores: CSS=5.77, Synergy_ZIP=0.538, Synergy_Bliss=2.68, Synergy_Loewe=-9.36, Synergy_HSA=-1.73. (3) Drug 1: CC12CCC(CC1=CCC3C2CCC4(C3CC=C4C5=CN=CC=C5)C)O. Drug 2: C1CCC(C1)C(CC#N)N2C=C(C=N2)C3=C4C=CNC4=NC=N3. Cell line: SW-620. Synergy scores: CSS=13.5, Synergy_ZIP=-0.813, Synergy_Bliss=3.50, Synergy_Loewe=0.444, Synergy_HSA=0.572. (4) Drug 1: C1=CC(=CC=C1CC(C(=O)O)N)N(CCCl)CCCl.Cl. Drug 2: CN1C(=O)N2C=NC(=C2N=N1)C(=O)N. Cell line: NCI-H460. Synergy scores: CSS=15.0, Synergy_ZIP=-10.4, Synergy_Bliss=-4.92, Synergy_Loewe=-15.0, Synergy_HSA=-5.04. (5) Drug 1: CC1CCC2CC(C(=CC=CC=CC(CC(C(=O)C(C(C(=CC(C(=O)CC(OC(=O)C3CCCCN3C(=O)C(=O)C1(O2)O)C(C)CC4CCC(C(C4)OC)O)C)C)O)OC)C)C)C)OC. Drug 2: CC=C1C(=O)NC(C(=O)OC2CC(=O)NC(C(=O)NC(CSSCCC=C2)C(=O)N1)C(C)C)C(C)C. Cell line: OVCAR-8. Synergy scores: CSS=29.7, Synergy_ZIP=-0.854, Synergy_Bliss=0.233, Synergy_Loewe=-12.1, Synergy_HSA=-0.410. (6) Drug 1: C1=CC(=CC=C1CCC2=CNC3=C2C(=O)NC(=N3)N)C(=O)NC(CCC(=O)O)C(=O)O. Drug 2: C1=CC=C(C=C1)NC(=O)CCCCCCC(=O)NO. Cell line: OVCAR-8. Synergy scores: CSS=42.1, Synergy_ZIP=1.04, Synergy_Bliss=3.25, Synergy_Loewe=7.57, Synergy_HSA=9.49. (7) Drug 2: CN(CC1=CN=C2C(=N1)C(=NC(=N2)N)N)C3=CC=C(C=C3)C(=O)NC(CCC(=O)O)C(=O)O. Synergy scores: CSS=28.5, Synergy_ZIP=-5.23, Synergy_Bliss=-0.312, Synergy_Loewe=-6.78, Synergy_HSA=-2.27. Cell line: SF-268. Drug 1: C1=CC(=CC=C1CCCC(=O)O)N(CCCl)CCCl.